Dataset: Full USPTO retrosynthesis dataset with 1.9M reactions from patents (1976-2016). Task: Predict the reactants needed to synthesize the given product. (1) Given the product [Cl:13][CH2:11][C:9]1[O:10][C:3]([CH:2]=[O:1])=[CH:5][CH:7]=1, predict the reactants needed to synthesize it. The reactants are: [OH:1][CH2:2][C:3]([C@H:5]([C@@H:7]([C@@H:9]([CH2:11]O)[OH:10])O)O)=O.[Cl-:13].[Mg+2].[Cl-].Cl. (2) Given the product [F:1][C:2]1[CH:3]=[CH:4][C:5]([CH:8]([CH:17]2[CH2:22][CH2:21][N:20]([CH:23]([CH3:25])[CH3:24])[CH2:19][CH2:18]2)[CH2:9][N:11]2[CH2:16][CH2:15][NH:14][CH2:13][CH2:12]2)=[CH:6][CH:7]=1, predict the reactants needed to synthesize it. The reactants are: [F:1][C:2]1[CH:7]=[CH:6][C:5]([CH:8]([CH:17]2[CH2:22][CH2:21][N:20]([CH:23]([CH3:25])[CH3:24])[CH2:19][CH2:18]2)[C:9]([N:11]2[CH2:16][CH2:15][NH:14][CH2:13][CH2:12]2)=O)=[CH:4][CH:3]=1.[H-].[Al+3].[Li+].[H-].[H-].[H-].N.